Dataset: Catalyst prediction with 721,799 reactions and 888 catalyst types from USPTO. Task: Predict which catalyst facilitates the given reaction. Reactant: [F:1][C:2]([F:19])([F:18])[C:3]1([CH2:6][O:7][S:8]([C:11]2[CH:16]=[CH:15][C:14]([CH3:17])=[CH:13][CH:12]=2)(=[O:10])=[O:9])[CH2:5][CH2:4]1.[NH2:20][C:21]([NH2:23])=[S:22]. Product: [C:14]1([CH3:17])[CH:13]=[CH:12][C:11]([S:8]([OH:10])(=[O:7])=[O:9])=[CH:16][CH:15]=1.[F:19][C:2]([F:1])([F:18])[C:3]1([CH2:6][S:22][C:21](=[NH:20])[NH2:23])[CH2:4][CH2:5]1. The catalyst class is: 14.